Dataset: Reaction yield outcomes from USPTO patents with 853,638 reactions. Task: Predict the reaction yield, written as a fraction of the theoretical maximum amount of product (1.0 means a 100% yield; for example, 0.34 means a 34% yield). The reactants are [Cl-].O[NH3+:3].[C:4](=[O:7])([O-])[OH:5].[Na+].CS(C)=O.[CH2:13]([O:15][C:16]1[N:17]([CH2:34][C:35]2[CH:40]=[CH:39][C:38]([C:41]3[C:42]([C:47]#[N:48])=[CH:43][CH:44]=[CH:45][CH:46]=3)=[CH:37][CH:36]=2)[C:18](=[O:33])[C:19]([C:23]2[CH:24]=[CH:25][C:26]3[O:30][CH:29]([CH3:31])[CH2:28][C:27]=3[CH:32]=2)=[C:20]([CH3:22])[N:21]=1)[CH3:14]. The catalyst is O. The product is [CH2:13]([O:15][C:16]1[N:17]([CH2:34][C:35]2[CH:36]=[CH:37][C:38]([C:41]3[CH:46]=[CH:45][CH:44]=[CH:43][C:42]=3[C:47]3[NH:3][C:4](=[O:7])[O:5][N:48]=3)=[CH:39][CH:40]=2)[C:18](=[O:33])[C:19]([C:23]2[CH:24]=[CH:25][C:26]3[O:30][CH:29]([CH3:31])[CH2:28][C:27]=3[CH:32]=2)=[C:20]([CH3:22])[N:21]=1)[CH3:14]. The yield is 0.690.